Predict the product of the given reaction. From a dataset of Forward reaction prediction with 1.9M reactions from USPTO patents (1976-2016). (1) Given the reactants [CH3:1][O:2][C:3]1[CH:8]=[CH:7][C:6]([CH2:9][C:10]([O:12]CC)=[O:11])=[CH:5][CH:4]=1, predict the reaction product. The product is: [CH3:1][O:2][C:3]1[CH:4]=[CH:5][C:6]([CH2:9][C:10]([OH:12])=[O:11])=[CH:7][CH:8]=1. (2) Given the reactants C(P(=O)(OC1C=CC=CC=1Cl)OCCCC)C.[CH2:18]([P:24](=[O:41])([O:33][C:34]1C=C[CH:37]=[CH:36][C:35]=1Cl)[O:25][C:26]1[CH:31]=[CH:30][CH:29]=[CH:28][C:27]=1[Cl:32])[CH2:19][CH2:20][CH2:21][CH2:22][CH3:23], predict the reaction product. The product is: [CH2:18]([P:24](=[O:41])([O:25][C:26]1[CH:31]=[CH:30][CH:29]=[CH:28][C:27]=1[Cl:32])[O:33][CH2:34][CH2:35][CH2:36][CH3:37])[CH2:19][CH2:20][CH2:21][CH2:22][CH3:23]. (3) Given the reactants C([O:3][C:4]([C:6]1([CH3:31])[CH2:10][CH2:9][N:8]([C:11]2[N:16]=[C:15]([NH:17][C:18]3[N:23]=[CH:22][C:21]4[N:24]=[C:25]([CH3:30])[N:26]([CH:27]([CH3:29])[CH3:28])[C:20]=4[CH:19]=3)[CH:14]=[CH:13][N:12]=2)[CH2:7]1)=[O:5])C, predict the reaction product. The product is: [CH:27]([N:26]1[C:20]2[CH:19]=[C:18]([NH:17][C:15]3[CH:14]=[CH:13][N:12]=[C:11]([N:8]4[CH2:9][CH2:10][C:6]([CH3:31])([C:4]([OH:5])=[O:3])[CH2:7]4)[N:16]=3)[N:23]=[CH:22][C:21]=2[N:24]=[C:25]1[CH3:30])([CH3:29])[CH3:28]. (4) Given the reactants O.C1(C)C=CC(S(O)(=O)=O)=CC=1.C([O:17][C:18](=[O:39])[C:19]1[CH:24]=[C:23]([C:25]([F:28])([F:27])[F:26])[C:22]([CH:29]=[CH2:30])=[CH:21][C:20]=1[NH:31]C(OC(C)(C)C)=O)(C)(C)C, predict the reaction product. The product is: [NH2:31][C:20]1[CH:21]=[C:22]([CH:29]=[CH2:30])[C:23]([C:25]([F:26])([F:27])[F:28])=[CH:24][C:19]=1[C:18]([OH:39])=[O:17]. (5) Given the reactants [Cl:1][C:2]1[C:3]([C:9](=[N:24][O:25][CH2:26][C:27]([F:30])([F:29])[F:28])[CH2:10][NH:11][C:12](=[O:23])[C:13]2[CH:18]=[CH:17][CH:16]=[CH:15][C:14]=2[C:19]([F:22])([F:21])[F:20])=[N:4][CH:5]=[C:6]([Cl:8])[CH:7]=1, predict the reaction product. The product is: [Cl:1][C:2]1[C:3](/[C:9](=[N:24]\[O:25][CH2:26][C:27]([F:30])([F:28])[F:29])/[CH2:10][NH:11][C:12](=[O:23])[C:13]2[CH:18]=[CH:17][CH:16]=[CH:15][C:14]=2[C:19]([F:22])([F:21])[F:20])=[N:4][CH:5]=[C:6]([Cl:8])[CH:7]=1. (6) Given the reactants [Si:1]([O:18][CH:19]1[CH2:24][CH:23]2[CH:21]([CH:22]2[C:25]2[NH:29][N:28]=[C:27]([C:30]3[CH:31]=[C:32]([O:37][C:38]([F:41])([F:40])[F:39])[C:33]([NH2:36])=[N:34][CH:35]=3)[CH:26]=2)[CH2:20]1)([C:14]([CH3:17])([CH3:16])[CH3:15])([C:8]1[CH:13]=[CH:12][CH:11]=[CH:10][CH:9]=1)[C:2]1[CH:7]=[CH:6][CH:5]=[CH:4][CH:3]=1.C(=O)([O-])[O-].[Cs+].[Cs+].Br[CH2:49][CH:50]1[CH2:52][CH2:51]1, predict the reaction product. The product is: [Si:1]([O:18][CH:19]1[CH2:24][CH:23]2[CH:21]([CH:22]2[C:25]2[N:29]([CH2:49][CH:50]3[CH2:52][CH2:51]3)[N:28]=[C:27]([C:30]3[CH:31]=[C:32]([O:37][C:38]([F:41])([F:39])[F:40])[C:33]([NH2:36])=[N:34][CH:35]=3)[CH:26]=2)[CH2:20]1)([C:14]([CH3:16])([CH3:15])[CH3:17])([C:8]1[CH:9]=[CH:10][CH:11]=[CH:12][CH:13]=1)[C:2]1[CH:7]=[CH:6][CH:5]=[CH:4][CH:3]=1.